From a dataset of Full USPTO retrosynthesis dataset with 1.9M reactions from patents (1976-2016). Predict the reactants needed to synthesize the given product. (1) Given the product [ClH:43].[O:36]1[C:35]2[CH:40]=[CH:41][C:32]([CH2:31][NH:7][CH:8]3[CH2:13][CH2:12][N:11]([CH2:14][CH2:15][N:16]4[C:25]5[CH:24]=[CH:23][CH:22]=[C:21]([C:26]([O:28][CH3:29])=[O:27])[C:20]=5[CH:19]=[CH:18][C:17]4=[O:30])[CH2:10][CH2:9]3)=[CH:33][C:34]=2[O:39][CH2:38][CH2:37]1, predict the reactants needed to synthesize it. The reactants are: C(OC(=O)[N:7]([CH2:31][C:32]1[CH:41]=[CH:40][C:35]2[O:36][CH2:37][CH2:38][O:39][C:34]=2[CH:33]=1)[CH:8]1[CH2:13][CH2:12][N:11]([CH2:14][CH2:15][N:16]2[C:25]3[C:20](=[C:21]([C:26]([O:28][CH3:29])=[O:27])[CH:22]=[CH:23][CH:24]=3)[CH:19]=[CH:18][C:17]2=[O:30])[CH2:10][CH2:9]1)(C)(C)C.[ClH:43].C(OCC)(=O)C. (2) The reactants are: [CH:1]12[CH2:10][CH:5]3[CH2:6][CH:7]([CH2:9][CH:3]([CH2:4]3)[CH:2]1[NH:11][C:12]([C:14]1[CH:15]=[N:16][N:17]([C:20]([CH3:23])([CH3:22])[CH3:21])[C:18]=1Cl)=[O:13])[CH2:8]2.[NH:24]1[CH:28]=[CH:27][CH:26]=[N:25]1.[F-].[K+]. Given the product [CH:1]12[CH2:10][CH:5]3[CH2:6][CH:7]([CH2:9][CH:3]([CH2:4]3)[CH:2]1[NH:11][C:12]([C:14]1[CH:15]=[N:16][N:17]([C:20]([CH3:23])([CH3:22])[CH3:21])[C:18]=1[N:24]1[CH:28]=[CH:27][CH:26]=[N:25]1)=[O:13])[CH2:8]2, predict the reactants needed to synthesize it.